Dataset: Full USPTO retrosynthesis dataset with 1.9M reactions from patents (1976-2016). Task: Predict the reactants needed to synthesize the given product. (1) Given the product [OH:31][C:5]1[CH:6]=[C:7]2[C:12](=[C:3]([O:2][CH3:1])[CH:4]=1)[O:11][CH:10]([C:13]([F:14])([F:16])[F:15])[C:9]([C:17]([O:19][CH2:20][CH3:21])=[O:18])=[CH:8]2, predict the reactants needed to synthesize it. The reactants are: [CH3:1][O:2][C:3]1[CH:4]=[C:5](B2OC(C)(C)C(C)(C)O2)[CH:6]=[C:7]2[C:12]=1[O:11][CH:10]([C:13]([F:16])([F:15])[F:14])[C:9]([C:17]([O:19][CH2:20][CH3:21])=[O:18])=[CH:8]2.[OH:31]O.[OH-].[Na+].Cl. (2) Given the product [Cl:17][C:16]1[C:2]([Cl:1])=[CH:3][C:4]2[NH:8][C:7]([C:9](=[O:14])[C:10]([F:13])([F:11])[F:12])=[N:6][C:5]=2[CH:15]=1, predict the reactants needed to synthesize it. The reactants are: [Cl:1][C:2]1[C:16]([Cl:17])=[CH:15][C:5]2[NH:6][C:7]([CH:9]([OH:14])[C:10]([F:13])([F:12])[F:11])=[N:8][C:4]=2[CH:3]=1.CC1(C)N([O-])C(C)(C)CC(OC)C1.[K+].[Br-].[O-]Cl.[Na+]. (3) Given the product [CH:13]1[C:14]2[CH:15]=[C:2]([B:25]([OH:26])[OH:24])[C:3]3[C:8](=[CH:7][CH:6]=[CH:5][CH:4]=3)[C:9]=2[CH:10]=[CH:11][CH:12]=1, predict the reactants needed to synthesize it. The reactants are: Br[C:2]1[C:3]2[C:8]([C:9]3[CH:10]=[CH:11][CH:12]=[CH:13][C:14]=3[CH:15]=1)=[CH:7][CH:6]=[CH:5][CH:4]=2.C([Li])CCC.C([O:24][B:25](OC(C)C)[O:26]C(C)C)(C)C.Cl. (4) Given the product [N:25]([C:24]1[CH:26]=[CH:27][CH:28]=[C:22]([C:21]([F:20])([F:29])[F:30])[CH:23]=1)=[C:5]=[O:11], predict the reactants needed to synthesize it. The reactants are: ClC(Cl)(O[C:5](=[O:11])OC(Cl)(Cl)Cl)Cl.C1(C)C=CC=CC=1.[F:20][C:21]([F:30])([F:29])[C:22]1[CH:23]=[C:24]([CH:26]=[CH:27][CH:28]=1)[NH2:25]. (5) Given the product [Br:1][C:2]1[CH:14]=[C:13]2[C:5]([C:6]3[CH:7]=[CH:8][C:9]([C:19]#[N:22])=[CH:10][C:11]=3[C:12]2([CH2:17][CH3:18])[CH2:15][CH3:16])=[CH:4][CH:3]=1, predict the reactants needed to synthesize it. The reactants are: [Br:1][C:2]1[CH:14]=[C:13]2[C:5]([C:6]3[CH:7]=[CH:8][C:9]([CH:19]=O)=[CH:10][C:11]=3[C:12]2([CH2:17][CH3:18])[CH2:15][CH3:16])=[CH:4][CH:3]=1.Cl.[NH2:22]O. (6) Given the product [NH:1]1[C:4]2[C:5](=[CH:6][CH:7]=[CH:8][CH:9]=2)[CH2:10][CH2:11][C:12]1=[O:14], predict the reactants needed to synthesize it. The reactants are: [N+:1]([C:4]1[CH:9]=[CH:8][CH:7]=[CH:6][C:5]=1/[CH:10]=[CH:11]/[C:12]([OH:14])=O)([O-])=O.[H][H]. (7) Given the product [CH:13]1([N:6]2[CH:5]=[CH:4][C:3]3[C:8](=[CH:9][CH:10]=[CH:11][C:2]=3[NH:1][C:33](=[O:34])[CH2:32][C:23]3[CH:24]=[CH:25][CH:26]=[C:27]([C:28]([F:29])([F:30])[F:31])[C:22]=3[F:21])[C:7]2=[O:12])[CH2:15][CH2:14]1, predict the reactants needed to synthesize it. The reactants are: [NH2:1][C:2]1[CH:11]=[CH:10][CH:9]=[C:8]2[C:3]=1[CH:4]=[CH:5][N:6]([CH:13]1[CH2:15][CH2:14]1)[C:7]2=[O:12].CN(C)C=O.[F:21][C:22]1[C:27]([C:28]([F:31])([F:30])[F:29])=[CH:26][CH:25]=[CH:24][C:23]=1[CH2:32][C:33](O)=[O:34].F[P-](F)(F)(F)(F)F.C[N+](C)=C(N(C)C)ON1C2N=CC=CC=2N=N1.C(N(CC)C(C)C)(C)C. (8) Given the product [F:5][C:6]1[CH:7]=[CH:8][CH:9]=[C:10]2[C:11]3([CH2:16][CH2:17][S:3][C:2]([NH2:4])=[N:1]3)[CH2:12][CH2:13][O:14][C:15]=12, predict the reactants needed to synthesize it. The reactants are: [NH2:1][C:2]([NH2:4])=[S:3].[F:5][C:6]1[CH:7]=[CH:8][CH:9]=[C:10]2[C:15]=1[O:14][CH2:13][CH2:12][C:11]2=[C:16](O)[CH3:17].C(=O)(O)[O-].[Na+]. (9) Given the product [CH2:23]([O:18][C@H:6]1[C:5]2[C:9](=[CH:10][C:2]([Br:1])=[CH:3][CH:4]=2)[C@@H:8]([NH:11][C:12](=[O:17])[C:13]([F:16])([F:14])[F:15])[CH2:7]1)[CH:22]=[CH2:21], predict the reactants needed to synthesize it. The reactants are: [Br:1][C:2]1[CH:10]=[C:9]2[C:5]([C@H:6]([OH:18])[CH2:7][C@@H:8]2[NH:11][C:12](=[O:17])[C:13]([F:16])([F:15])[F:14])=[CH:4][CH:3]=1.[H-].[Na+].[CH2:21](Br)[CH:22]=[CH2:23]. (10) Given the product [Cl:21][CH2:22][C:23]([NH:1][CH2:2][CH2:3][NH:4][C:5](=[O:11])[O:6][C:7]([CH3:8])([CH3:10])[CH3:9])=[O:24], predict the reactants needed to synthesize it. The reactants are: [NH2:1][CH2:2][CH2:3][NH:4][C:5](=[O:11])[O:6][C:7]([CH3:10])([CH3:9])[CH3:8].CCN(C(C)C)C(C)C.[Cl:21][CH2:22][C:23](Cl)=[O:24].